From a dataset of Full USPTO retrosynthesis dataset with 1.9M reactions from patents (1976-2016). Predict the reactants needed to synthesize the given product. (1) Given the product [Cl:1][C:2]1[CH:23]=[CH:22][C:5]([CH2:6][NH:7][C:8]([C:10]2[C:11](=[O:21])[C:12]3[CH:19]=[C:18]([C:26]#[C:25][CH2:24][OH:27])[S:17][C:13]=3[N:14]([CH3:16])[CH:15]=2)=[O:9])=[CH:4][CH:3]=1, predict the reactants needed to synthesize it. The reactants are: [Cl:1][C:2]1[CH:23]=[CH:22][C:5]([CH2:6][NH:7][C:8]([C:10]2[C:11](=[O:21])[C:12]3[CH:19]=[C:18](I)[S:17][C:13]=3[N:14]([CH3:16])[CH:15]=2)=[O:9])=[CH:4][CH:3]=1.[CH2:24]([OH:27])[C:25]#[CH:26]. (2) The reactants are: [F:1][C:2]1[CH:10]=[C:9]2[C:5]([C:6]([C:18]3[CH:19]=[CH:20][C:21]4[S:25](=[O:27])(=[O:26])[N:24]([CH2:28][C:29]5[CH:34]=[CH:33][CH:32]=[CH:31][N:30]=5)[CH:23]([CH3:35])[C:22]=4[CH:36]=3)=[CH:7][N:8]2C(OC(C)(C)C)=O)=[CH:4][CH:3]=1.Cl. Given the product [F:1][C:2]1[CH:10]=[C:9]2[C:5]([C:6]([C:18]3[CH:19]=[CH:20][C:21]4[S:25](=[O:26])(=[O:27])[N:24]([CH2:28][C:29]5[CH:34]=[CH:33][CH:32]=[CH:31][N:30]=5)[CH:23]([CH3:35])[C:22]=4[CH:36]=3)=[CH:7][NH:8]2)=[CH:4][CH:3]=1, predict the reactants needed to synthesize it. (3) The reactants are: NCCC1C=CC(O)=C(O)C=1.[C:12]([N:17]1[C:21](=O)[C:20]2=[CH:23][CH:24]=[CH:25][CH:26]=[C:19]2[C:18]1=O)(OCC)=O.[Cl-].[Cl-].[Ca+2]. Given the product [CH:18]1[C:19]2[C:20](=[CH:23][CH:24]=[CH:25][CH:26]=2)[CH:21]=[CH:12][N:17]=1, predict the reactants needed to synthesize it. (4) Given the product [CH2:42]([O:49][C:50]1[CH:55]=[CH:54][C:53]([C:18]2[C:19]([N:21]([CH3:26])[S:22]([CH3:25])(=[O:23])=[O:24])=[CH:20][C:10]3[O:9][C:8]([C:5]4[CH:4]=[CH:3][C:2]([F:1])=[CH:7][CH:6]=4)=[C:12]([C:13]([NH:15][CH3:16])=[O:14])[C:11]=3[CH:17]=2)=[N:52][C:51]=1[C:57]1[C:65]([CH2:66][OH:67])=[C:60]2[CH:61]=[CH:62][CH:63]=[CH:64][N:59]2[N:58]=1)[C:43]1[CH:44]=[CH:45][CH:46]=[CH:47][CH:48]=1, predict the reactants needed to synthesize it. The reactants are: [F:1][C:2]1[CH:7]=[CH:6][C:5]([C:8]2[O:9][C:10]3[CH:20]=[C:19]([N:21]([CH3:26])[S:22]([CH3:25])(=[O:24])=[O:23])[C:18](C4C=CC=C(B5OC(C)(C)C(C)(C)O5)C=4)=[CH:17][C:11]=3[C:12]=2[C:13]([NH:15][CH3:16])=[O:14])=[CH:4][CH:3]=1.[CH2:42]([O:49][C:50]1[C:51]([C:57]2[C:65]([CH2:66][OH:67])=[C:60]3[CH:61]=[CH:62][CH:63]=[CH:64][N:59]3[N:58]=2)=[N:52][C:53](Cl)=[CH:54][CH:55]=1)[C:43]1[CH:48]=[CH:47][CH:46]=[CH:45][CH:44]=1.CC(C1C=C(C(C)C)C(C2C=CC=CC=2P(C2CCCCC2)C2CCCCC2)=C(C(C)C)C=1)C.[O-]P([O-])([O-])=O.[K+].[K+].[K+]. (5) Given the product [N:42]1[CH:43]=[CH:44][CH:45]=[CH:46][C:41]=1[C:39]1[CH:40]=[C:35]([O:26][CH2:25][CH2:24][CH2:23][CH2:22][CH2:21][CH2:20][NH2:19])[CH:36]=[C:37]([C:47]2[CH:52]=[CH:51][CH:50]=[CH:49][N:48]=2)[N:38]=1, predict the reactants needed to synthesize it. The reactants are: [F-].C([N+](CCCC)(CCCC)CCCC)CCC.[NH2:19][CH2:20][CH2:21][CH2:22][CH2:23][CH2:24][CH2:25][OH:26].C(N(CC)CC)C.Cl[C:35]1[CH:40]=[C:39]([C:41]2[CH:46]=[CH:45][CH:44]=[CH:43][N:42]=2)[N:38]=[C:37]([C:47]2[CH:52]=[CH:51][CH:50]=[CH:49][N:48]=2)[CH:36]=1. (6) Given the product [CH3:19][O:1][C@H:2]1[CH2:3][CH2:4][C@H:5]([C:8]2[CH:17]=[CH:16][C:11]([C:12]([O:14][CH3:15])=[O:13])=[C:10]([CH3:18])[CH:9]=2)[CH2:6][CH2:7]1, predict the reactants needed to synthesize it. The reactants are: [OH:1][C@H:2]1[CH2:7][CH2:6][C@H:5]([C:8]2[CH:17]=[CH:16][C:11]([C:12]([O:14][CH3:15])=[O:13])=[C:10]([CH3:18])[CH:9]=2)[CH2:4][CH2:3]1.[C:19](C1C=CC=C(C(C)(C)C)N=1)(C)(C)C.IC. (7) Given the product [F:17][C:18]1[CH:19]=[C:20]([C:25]2[CH:29]=[CH:28][N:27]([CH2:6][C@@H:7]([NH:9][C:10](=[O:11])[O:12][C:13]([CH3:16])([CH3:15])[CH3:14])[CH3:8])[N:26]=2)[CH:21]=[CH:22][C:23]=1[F:24], predict the reactants needed to synthesize it. The reactants are: CS(O[CH2:6][C@@H:7]([NH:9][C:10]([O:12][C:13]([CH3:16])([CH3:15])[CH3:14])=[O:11])[CH3:8])(=O)=O.[F:17][C:18]1[CH:19]=[C:20]([C:25]2[CH:29]=[CH:28][NH:27][N:26]=2)[CH:21]=[CH:22][C:23]=1[F:24].